Dataset: Forward reaction prediction with 1.9M reactions from USPTO patents (1976-2016). Task: Predict the product of the given reaction. Given the reactants Cl.[NH2:2][CH:3]([C:6]1[CH:11]=[CH:10][C:9]([Cl:12])=[CH:8][CH:7]=1)[C:4]#[N:5].C(N(CC)CC)C.[CH2:20]([O:22][C:23]1[CH:24]=[C:25]([CH2:33][CH2:34][C:35](Cl)=[O:36])[CH:26]=[CH:27][C:28]=1[O:29][CH2:30][C:31]#[CH:32])[CH3:21], predict the reaction product. The product is: [Cl:12][C:9]1[CH:10]=[CH:11][C:6]([CH:3]([NH:2][C:35](=[O:36])[CH2:34][CH2:33][C:25]2[CH:26]=[CH:27][C:28]([O:29][CH2:30][C:31]#[CH:32])=[C:23]([O:22][CH2:20][CH3:21])[CH:24]=2)[C:4]#[N:5])=[CH:7][CH:8]=1.